From a dataset of Catalyst prediction with 721,799 reactions and 888 catalyst types from USPTO. Predict which catalyst facilitates the given reaction. (1) Reactant: [OH:1][CH2:2][CH2:3][C@@H:4]1[O:8][C:7](=[O:9])[N:6]([C:10]2[CH:11]=[CH:12][C:13]3[O:18][CH2:17][C:16](=[O:19])[NH:15][C:14]=3[CH:20]=2)[CH2:5]1.[CH3:21][S:22](Cl)(=[O:24])=[O:23]. The catalyst class is: 2. Product: [O:9]=[C:7]1[N:6]([C:10]2[CH:11]=[CH:12][C:13]3[O:18][CH2:17][C:16](=[O:19])[NH:15][C:14]=3[CH:20]=2)[CH2:5][C@H:4]([CH2:3][CH2:2][O:1][S:22]([CH3:21])(=[O:24])=[O:23])[O:8]1. (2) Reactant: [F:1][C:2]1[CH:3]=[CH:4][C:5]2[O:9][C:8]([C:10]3[C:19]([N:20]([CH:22]([CH3:24])[CH3:23])[CH3:21])=[N:18][C:17]4[C:12](=[CH:13][CH:14]=[C:15]([C:25]([O:27]C)=[O:26])[CH:16]=4)[N:11]=3)=[CH:7][C:6]=2[CH:29]=1.[OH-].[Na+].O. Product: [F:1][C:2]1[CH:3]=[CH:4][C:5]2[O:9][C:8]([C:10]3[C:19]([N:20]([CH:22]([CH3:24])[CH3:23])[CH3:21])=[N:18][C:17]4[C:12](=[CH:13][CH:14]=[C:15]([C:25]([OH:27])=[O:26])[CH:16]=4)[N:11]=3)=[CH:7][C:6]=2[CH:29]=1. The catalyst class is: 5.